From a dataset of Catalyst prediction with 721,799 reactions and 888 catalyst types from USPTO. Predict which catalyst facilitates the given reaction. Reactant: [NH2:1][C:2]1[NH:6][N:5]=[C:4]([CH3:7])[C:3]=1[C:8]1[S:9][C:10]2[CH:16]=[C:15]([S:17](Cl)(=[O:19])=[O:18])[CH:14]=[CH:13][C:11]=2[N:12]=1.[F:21][C:22]1[CH:29]=[CH:28][C:25]([CH2:26][NH2:27])=[CH:24][CH:23]=1.CN1CCOCC1. Product: [F:21][C:22]1[CH:29]=[CH:28][C:25]([CH2:26][NH:27][S:17]([C:15]2[CH:14]=[CH:13][C:11]3[N:12]=[C:8]([C:3]4[C:4]([CH3:7])=[N:5][NH:6][C:2]=4[NH2:1])[S:9][C:10]=3[CH:16]=2)(=[O:19])=[O:18])=[CH:24][CH:23]=1. The catalyst class is: 22.